From a dataset of Forward reaction prediction with 1.9M reactions from USPTO patents (1976-2016). Predict the product of the given reaction. Given the reactants [Cl:1][C:2]1[CH:3]=[CH:4][N:5]2[C:10]=1[C:9](=[O:11])[N:8]([C:12]1[CH:17]=[CH:16][CH:15]=[CH:14][CH:13]=1)[C:7]([C@@H:18]1[CH2:22][S:21](=O)[CH2:20][N:19]1[C:24]1[N:32]=[CH:31][N:30]=[C:29]3[C:25]=1[N:26]=[CH:27][N:28]3C1CCCCO1)=[N:6]2.C([O-])(O)=O.[Na+], predict the reaction product. The product is: [N:32]1[C:24]([N:19]2[C@H:18]([C:7]3[N:8]([C:12]4[CH:13]=[CH:14][CH:15]=[CH:16][CH:17]=4)[C:9](=[O:11])[C:10]4=[C:2]([Cl:1])[CH:3]=[CH:4][N:5]4[N:6]=3)[CH2:22][S:21][CH2:20]2)=[C:25]2[C:29]([NH:28][CH:27]=[N:26]2)=[N:30][CH:31]=1.